Dataset: Blood-brain barrier permeability classification from the B3DB database. Task: Regression/Classification. Given a drug SMILES string, predict its absorption, distribution, metabolism, or excretion properties. Task type varies by dataset: regression for continuous measurements (e.g., permeability, clearance, half-life) or binary classification for categorical outcomes (e.g., BBB penetration, CYP inhibition). Dataset: b3db_classification. (1) The result is 1 (penetrates BBB). The drug is C[C@H]1[C@H](c2ccccc2)OCCN1C. (2) The molecule is NCCc1cn2ccccc2n1. The result is 0 (does not penetrate BBB).